Dataset: Forward reaction prediction with 1.9M reactions from USPTO patents (1976-2016). Task: Predict the product of the given reaction. (1) Given the reactants Br[C:2]1[C:3]([C:10]2[CH:18]=[CH:17][C:13]([N:14]([CH3:16])[CH3:15])=[CH:12][CH:11]=2)=[N:4][C:5]([O:8][CH3:9])=[CH:6][CH:7]=1.[CH3:19][O:20][C:21]1[CH:22]=[C:23]([CH:29]2[O:34][CH2:33][CH2:32][NH:31][CH2:30]2)[CH:24]=[C:25]([O:27][CH3:28])[CH:26]=1.CC1(C)C2C(=C(P(C3C=CC=CC=3)C3C=CC=CC=3)C=CC=2)OC2C(P(C3C=CC=CC=3)C3C=CC=CC=3)=CC=CC1=2.CC(C)([O-])C.[Na+], predict the reaction product. The product is: [CH3:28][O:27][C:25]1[CH:24]=[C:23]([CH:29]2[O:34][CH2:33][CH2:32][N:31]([C:2]3[C:3]([C:10]4[CH:18]=[CH:17][C:13]([N:14]([CH3:16])[CH3:15])=[CH:12][CH:11]=4)=[N:4][C:5]([O:8][CH3:9])=[CH:6][CH:7]=3)[CH2:30]2)[CH:22]=[C:21]([O:20][CH3:19])[CH:26]=1. (2) Given the reactants FC1C=CC(B2OC(C)(C)C(C)(C)O2)=CC=1C#N.[OH:19][CH:20]1[CH2:23][N:22]([C:24]2[CH:31]=[CH:30][C:29]([B:32]3[O:36][C:35]([CH3:38])([CH3:37])[C:34]([CH3:40])([CH3:39])[O:33]3)=[CH:28][C:25]=2[C:26]#[N:27])[CH2:21]1.C(=O)([O-])[O-].[K+].[K+].Cl.OC1CNC1, predict the reaction product. The product is: [OH:19][CH:20]1[CH2:21][N:22]([C:24]2[CH:31]=[CH:30][C:29]([B:32]3[O:36][C:35]([CH3:38])([CH3:37])[C:34]([CH3:40])([CH3:39])[O:33]3)=[CH:28][C:25]=2[C:26]#[N:27])[CH2:23]1.